Dataset: Reaction yield outcomes from USPTO patents with 853,638 reactions. Task: Predict the reaction yield, written as a fraction of the theoretical maximum amount of product (1.0 means a 100% yield; for example, 0.34 means a 34% yield). (1) The reactants are [OH:1][C:2]12[CH2:11][CH:6]3[CH2:7][CH:8]([CH2:10][C:4]([CH:12]([OH:14])[CH3:13])([CH2:5]3)[CH2:3]1)[CH2:9]2.[C:15](Cl)(=[O:18])[CH:16]=[CH2:17].C(N(CC)CC)C. The catalyst is O1CCOCC1. The product is [OH:1][C:2]12[CH2:11][CH:6]3[CH2:7][CH:8]([CH2:10][C:4]([CH:12]([O:14][C:15](=[O:18])[CH:16]=[CH2:17])[CH3:13])([CH2:5]3)[CH2:3]1)[CH2:9]2. The yield is 0.780. (2) The reactants are C([O:4][C:5]1[CH:14]=[C:13]2[C:8]([CH:9]([C:27]3[CH:28]=[N:29][CH:30]=[CH:31][CH:32]=3)[C:10]([C:22]([O:24][CH2:25][CH3:26])=[O:23])=[C:11]([N:15](C(=O)C)[C:16](=[O:18])[CH3:17])[O:12]2)=[CH:7][CH:6]=1)(=O)C.O.NN. The yield is 0.590. The product is [C:16]([NH:15][C:11]1[O:12][C:13]2[C:8]([CH:9]([C:27]3[CH:28]=[N:29][CH:30]=[CH:31][CH:32]=3)[C:10]=1[C:22]([O:24][CH2:25][CH3:26])=[O:23])=[CH:7][CH:6]=[C:5]([OH:4])[CH:14]=2)(=[O:18])[CH3:17]. The catalyst is C(O)C.C(OCC)(=O)C.